This data is from Reaction yield outcomes from USPTO patents with 853,638 reactions. The task is: Predict the reaction yield, written as a fraction of the theoretical maximum amount of product (1.0 means a 100% yield; for example, 0.34 means a 34% yield). (1) The reactants are [OH:1][C:2]1[CH:12]=[CH:11][C:5]([C:6]([O:8][CH2:9][CH3:10])=[O:7])=[CH:4][CH:3]=1.Br[CH2:14][CH2:15][CH3:16].[H-].[Na+]. The catalyst is CN(C=O)C.CCOC(C)=O. The product is [CH2:14]([O:1][C:2]1[CH:3]=[CH:4][C:5]([C:6]([O:8][CH2:9][CH3:10])=[O:7])=[CH:11][CH:12]=1)[CH2:15][CH3:16]. The yield is 0.910. (2) The yield is 0.700. The catalyst is C(Cl)Cl.C1COCC1.O.[Zn]. The reactants are [CH3:1][O:2][C:3](=[O:22])[C:4]1[CH:9]=[C:8]([N+:10]([O-])=O)[C:7]([NH2:13])=[C:6]([Cl:14])[C:5]=1[NH:15][C:16]1[CH:21]=[CH:20][CH:19]=[CH:18][CH:17]=1.CCO.CO.[NH4+].[Cl-].C1COCC1. The product is [CH3:1][O:2][C:3](=[O:22])[C:4]1[CH:9]=[C:8]([NH2:10])[C:7]([NH2:13])=[C:6]([Cl:14])[C:5]=1[NH:15][C:16]1[CH:17]=[CH:18][CH:19]=[CH:20][CH:21]=1.